This data is from Reaction yield outcomes from USPTO patents with 853,638 reactions. The task is: Predict the reaction yield, written as a fraction of the theoretical maximum amount of product (1.0 means a 100% yield; for example, 0.34 means a 34% yield). (1) The reactants are [CH2:1]([C:5]1[N:6]=[C:7]([CH3:27])[NH:8][C:9](=[O:26])[C:10]=1[CH2:11][C:12]1[CH:17]=[CH:16][C:15]([C:18]2[C:19]([C:24]#[N:25])=[CH:20][CH:21]=[CH:22][CH:23]=2)=[CH:14][CH:13]=1)[CH2:2][CH2:3][CH3:4].N(C(N1CCCCC1)=O)=NC(N1CCCCC1)=O.C(P(CCCC)CCCC)CCC.[S:59]1[C:63]2[CH:64]=[CH:65][CH:66]=[CH:67][C:62]=2[CH:61]=[C:60]1[CH2:68]O. The catalyst is C(OCC)(=O)C.O1CCCC1. The product is [S:59]1[C:63]2[CH:64]=[CH:65][CH:66]=[CH:67][C:62]=2[CH:61]=[C:60]1[CH2:68][N:8]1[C:9](=[O:26])[C:10]([CH2:11][C:12]2[CH:17]=[CH:16][C:15]([C:18]3[C:19]([C:24]#[N:25])=[CH:20][CH:21]=[CH:22][CH:23]=3)=[CH:14][CH:13]=2)=[C:5]([CH2:1][CH2:2][CH2:3][CH3:4])[N:6]=[C:7]1[CH3:27]. The yield is 0.450. (2) The reactants are [CH2:1]([O:5][C:6]1[CH:10]=[C:9](/[CH:11]=[CH:12]/[C:13]([O:15][CH2:16][CH3:17])=[O:14])[N:8]([CH2:18][C:19]2[CH:24]=[CH:23][C:22]([C:25]([F:28])([F:27])[F:26])=[CH:21][CH:20]=2)[N:7]=1)[CH2:2][CH2:3][CH3:4]. The catalyst is [C].[Pd].O1CCCC1. The product is [CH2:1]([O:5][C:6]1[CH:10]=[C:9]([CH2:11][CH2:12][C:13]([O:15][CH2:16][CH3:17])=[O:14])[N:8]([CH2:18][C:19]2[CH:20]=[CH:21][C:22]([C:25]([F:28])([F:27])[F:26])=[CH:23][CH:24]=2)[N:7]=1)[CH2:2][CH2:3][CH3:4]. The yield is 0.940. (3) The reactants are [NH2:1][C:2]1[N:3]=[CH:4][C:5]([C:8]2[C:9]([F:19])=[C:10]([OH:18])[C:11]([CH:14]3[CH2:17][CH2:16][CH2:15]3)=[CH:12][CH:13]=2)=[N:6][CH:7]=1.Br[CH2:21][CH2:22][C:23]1[CH:31]=[CH:30][C:26]([C:27]([OH:29])=[O:28])=[CH:25][CH:24]=1.CC([O-])(C)C.[K+]. The catalyst is CS(C)=O. The product is [NH2:1][C:2]1[N:3]=[CH:4][C:5]([C:8]2[C:9]([F:19])=[C:10]([C:11]([CH:14]3[CH2:15][CH2:16][CH2:17]3)=[CH:12][CH:13]=2)[O:18][CH2:21][CH2:22][C:23]2[CH:31]=[CH:30][C:26]([C:27]([OH:29])=[O:28])=[CH:25][CH:24]=2)=[N:6][CH:7]=1. The yield is 0.130. (4) The reactants are [Cl:1][C:2]1[CH:7]=[CH:6][C:5]([CH2:8][CH2:9][C:10]2[CH:15]=[CH:14][C:13](N)=[CH:12][CH:11]=2)=[CH:4][C:3]=1[C:17]([F:20])([F:19])[F:18].[Li+].C[Si]([N-:26][Si](C)(C)C)(C)C.F[C:32]1[CH:40]=[CH:39][CH:38]=[CH:37][C:33]=1[C:34]([OH:36])=[O:35]. The catalyst is C1COCC1. The product is [Cl:1][C:2]1[CH:7]=[CH:6][C:5]([CH2:8][CH2:9][C:10]2[CH:15]=[CH:14][C:13]([C:40]3[C:32]([NH2:26])=[C:33]([CH:37]=[CH:38][CH:39]=3)[C:34]([OH:36])=[O:35])=[CH:12][CH:11]=2)=[CH:4][C:3]=1[C:17]([F:20])([F:19])[F:18]. The yield is 0.700. (5) The yield is 0.409. The catalyst is C1(C)C=CC=CC=1.C(O)C.C1C=CC([P]([Pt]([P](C2C=CC=CC=2)(C2C=CC=CC=2)C2C=CC=CC=2)([P](C2C=CC=CC=2)(C2C=CC=CC=2)C2C=CC=CC=2)[P](C2C=CC=CC=2)(C2C=CC=CC=2)C2C=CC=CC=2)(C2C=CC=CC=2)C2C=CC=CC=2)=CC=1. The reactants are Br[C:2]1[N:10]([CH2:11][C:12]2[CH:17]=[CH:16][C:15]([F:18])=[CH:14][CH:13]=2)[C:9]2[C:8](=[O:19])[N:7]([CH2:20][CH2:21][CH2:22][OH:23])[C:6](=[O:24])[N:5]([CH3:25])[C:4]=2[N:3]=1.B(O)(O)[C:27]1[CH:28]=[CH:29][C:30]([CH3:33])=[CH:31][CH:32]=1.C(=O)([O-])[O-].[Na+].[Na+]. The product is [F:18][C:15]1[CH:16]=[CH:17][C:12]([CH2:11][N:10]2[C:9]3[C:8](=[O:19])[N:7]([CH2:20][CH2:21][CH2:22][OH:23])[C:6](=[O:24])[N:5]([CH3:25])[C:4]=3[N:3]=[C:2]2[C:27]2[CH:32]=[CH:31][C:30]([CH3:33])=[CH:29][CH:28]=2)=[CH:13][CH:14]=1. (6) The reactants are [CH2:1]([NH:4][C:5]1[N:10]=[C:9]([NH:11][CH2:12][CH2:13][CH3:14])[N:8]=[C:7]([N:15]([CH3:21])[O:16][CH2:17][CH:18]2[CH2:20][CH2:19]2)[N:6]=1)[CH2:2][CH3:3].[OH:22][S:23]([OH:26])(=[O:25])=[O:24]. No catalyst specified. The product is [S:23]([OH:26])([OH:25])(=[O:24])=[O:22].[CH2:1]([NH:4][C:5]1[N:10]=[C:9]([NH:11][CH2:12][CH2:13][CH3:14])[N:8]=[C:7]([N:15]([CH3:21])[O:16][CH2:17][CH:18]2[CH2:19][CH2:20]2)[N:6]=1)[CH2:2][CH3:3]. The yield is 1.00. (7) The reactants are C[O:2][C:3](=[O:72])[CH2:4][NH:5][C:6](=[O:71])[C@H:7]([NH:11][C:12](=[O:70])[C@H:13]([NH:35][C:36](=[O:69])[C@H:37]([NH:39][C:40](=[O:68])[CH2:41][C@H:42]([OH:67])/[CH:43]=[CH:44]/[CH2:45][CH2:46][S:47][C:48]([C:61]1[CH:66]=[CH:65][CH:64]=[CH:63][CH:62]=1)([C:55]1[CH:60]=[CH:59][CH:58]=[CH:57][CH:56]=1)[C:49]1[CH:54]=[CH:53][CH:52]=[CH:51][CH:50]=1)[CH3:38])[CH2:14][S:15][C:16]([C:29]1[CH:34]=[CH:33][CH:32]=[CH:31][CH:30]=1)([C:23]1[CH:28]=[CH:27][CH:26]=[CH:25][CH:24]=1)[C:17]1[CH:22]=[CH:21][CH:20]=[CH:19][CH:18]=1)[CH:8]([CH3:10])[CH3:9].[Li+].[OH-].OS([O-])(=O)=O.[K+]. The catalyst is C1COCC1.O. The product is [OH:67][C@H:42](/[CH:43]=[CH:44]/[CH2:45][CH2:46][S:47][C:48]([C:55]1[CH:56]=[CH:57][CH:58]=[CH:59][CH:60]=1)([C:61]1[CH:66]=[CH:65][CH:64]=[CH:63][CH:62]=1)[C:49]1[CH:54]=[CH:53][CH:52]=[CH:51][CH:50]=1)[CH2:41][C:40]([NH:39][C@H:37]([CH3:38])[C:36]([NH:35][C@H:13]([CH2:14][S:15][C:16]([C:17]1[CH:18]=[CH:19][CH:20]=[CH:21][CH:22]=1)([C:23]1[CH:24]=[CH:25][CH:26]=[CH:27][CH:28]=1)[C:29]1[CH:34]=[CH:33][CH:32]=[CH:31][CH:30]=1)[C:12]([NH:11][C@H:7]([CH:8]([CH3:9])[CH3:10])[C:6]([NH:5][CH2:4][C:3]([OH:72])=[O:2])=[O:71])=[O:70])=[O:69])=[O:68]. The yield is 0.990. (8) The reactants are Cl[C:2]1[N:10]=[C:9]2[C:5]([N:6]=[C:7]([CH2:12][CH2:13][N:14]3[CH2:19][CH2:18][O:17][CH2:16][C:15]3([CH3:21])[CH3:20])[N:8]2[CH3:11])=[C:4]([N:22]2[CH2:27][CH2:26][O:25][CH2:24][CH2:23]2)[N:3]=1.[CH2:28]([C:30]1[NH:31][C:32]2[CH:38]=[CH:37][CH:36]=[CH:35][C:33]=2[N:34]=1)[CH3:29].CC(C1C=C(C(C)C)C(C2C=CC=CC=2P(C2CCCCC2)C2CCCCC2)=C(C(C)C)C=1)C.C([O-])([O-])=O.[Cs+].[Cs+]. The product is [CH2:28]([C:30]1[N:31]([C:2]2[N:10]=[C:9]3[C:5]([N:6]=[C:7]([CH2:12][CH2:13][N:14]4[CH2:19][CH2:18][O:17][CH2:16][C:15]4([CH3:21])[CH3:20])[N:8]3[CH3:11])=[C:4]([N:22]3[CH2:23][CH2:24][O:25][CH2:26][CH2:27]3)[N:3]=2)[C:32]2[CH:38]=[CH:37][CH:36]=[CH:35][C:33]=2[N:34]=1)[CH3:29]. The yield is 0.590. The catalyst is O1CCOCC1.C1C=CC(/C=C/C(/C=C/C2C=CC=CC=2)=O)=CC=1.C1C=CC(/C=C/C(/C=C/C2C=CC=CC=2)=O)=CC=1.C1C=CC(/C=C/C(/C=C/C2C=CC=CC=2)=O)=CC=1.[Pd].[Pd]. (9) The reactants are [OH:1][C:2]1[CH:7]=[CH:6][C:5]([P:8]([O:19][CH2:20][CH3:21])([CH2:10][P:11]([O:16][CH2:17][CH3:18])([O:13][CH2:14][CH3:15])=[O:12])=[O:9])=[CH:4][C:3]=1[C:22]([CH3:35])([CH3:34])[CH2:23][C:24]([O:26][CH2:27][C:28]1[CH:33]=[CH:32][CH:31]=[CH:30][CH:29]=1)=[O:25].[C:36](Cl)(=[O:38])[CH3:37].CCOC(C)=O. The product is [C:36]([O:1][C:2]1[CH:7]=[CH:6][C:5]([P:8]([O:19][CH2:20][CH3:21])([CH2:10][P:11]([O:16][CH2:17][CH3:18])([O:13][CH2:14][CH3:15])=[O:12])=[O:9])=[CH:4][C:3]=1[C:22]([CH3:35])([CH3:34])[CH2:23][C:24]([O:26][CH2:27][C:28]1[CH:33]=[CH:32][CH:31]=[CH:30][CH:29]=1)=[O:25])(=[O:38])[CH3:37]. The yield is 0.750. The catalyst is CN(C1C=CN=CC=1)C.N1C=CC=CC=1.